The task is: Predict which catalyst facilitates the given reaction.. This data is from Catalyst prediction with 721,799 reactions and 888 catalyst types from USPTO. (1) Reactant: FC(F)(F)C(O)=O.[NH2:8][C:9]1[N:14]=[C:13]([C:15]2[N:19](COCC[Si](C)(C)C)[C:18]([C:28]3[CH:33]=[C:32]([Cl:34])[CH:31]=[CH:30][C:29]=3[CH3:35])=[C:17]([C:36]([NH2:38])=[O:37])[CH:16]=2)[C:12]([C:39]#[C:40][C:41]2[CH:46]=[CH:45][C:44]([C:47]([N:49]3[CH2:54][CH2:53][N:52]([CH3:55])[CH2:51][CH2:50]3)=[O:48])=[CH:43][CH:42]=2)=[CH:11][N:10]=1. Product: [NH2:8][C:9]1[N:14]=[C:13]([C:15]2[NH:19][C:18]([C:28]3[CH:33]=[C:32]([Cl:34])[CH:31]=[CH:30][C:29]=3[CH3:35])=[C:17]([C:36]([NH2:38])=[O:37])[CH:16]=2)[C:12]([C:39]#[C:40][C:41]2[CH:42]=[CH:43][C:44]([C:47]([N:49]3[CH2:54][CH2:53][N:52]([CH3:55])[CH2:51][CH2:50]3)=[O:48])=[CH:45][CH:46]=2)=[CH:11][N:10]=1. The catalyst class is: 2. (2) Reactant: [CH3:1][N:2]1[CH:10]2[CH2:11][CH2:12][CH2:13][CH:3]1[C:4]1[N:5]=[N:6][N:7](CC3C=CC(OC)=CC=3)[C:8]=1[CH2:9]2. Product: [CH3:1][N:2]1[CH:10]2[CH2:11][CH2:12][CH2:13][CH:3]1[C:4]1[N:5]=[N:6][NH:7][C:8]=1[CH2:9]2. The catalyst class is: 55.